This data is from Forward reaction prediction with 1.9M reactions from USPTO patents (1976-2016). The task is: Predict the product of the given reaction. (1) Given the reactants OCC(CO)O.B(O)(O)O.[CH:11]([CH:14]1[CH2:19][CH2:18][CH:17]([CH3:20])[CH2:16][CH:15]1[O:21][C:22](=[O:36])[CH:23]=[CH:24][C:25]([O:27][CH2:28][CH:29]1[CH2:33][O:32]C(C)(C)[O:30]1)=[O:26])([CH3:13])[CH3:12], predict the reaction product. The product is: [C:25]([O:27][CH2:28][CH:29]([OH:30])[CH2:33][OH:32])(=[O:26])/[CH:24]=[CH:23]/[C:22]([O:21][CH:15]1[CH2:16][CH:17]([CH3:20])[CH2:18][CH2:19][CH:14]1[CH:11]([CH3:12])[CH3:13])=[O:36]. (2) Given the reactants [CH3:1][O:2][C:3]1[CH:8]=[CH:7][C:6]([C:9]23[CH2:18][CH:13]4[CH2:14][CH:15]([CH2:17][CH:11]([CH2:12]4)[CH2:10]2)[CH2:16]3)=[CH:5][CH:4]=1.CCN(CC)CC.[C:26]([O:30][CH3:31])(=[O:29])[CH:27]=[CH2:28].CCO[C:35]([CH3:37])=[O:36].[CH2:38]1[CH2:43][CH2:42]C[CH2:40][CH2:39]1, predict the reaction product. The product is: [C:9]12([C:6]3[CH:7]=[CH:8][C:3]([O:2][CH3:1])=[C:4]([CH:5]=3)[C:35]([C:37]3[CH:42]=[CH:43][C:38](/[CH:28]=[CH:27]/[C:26]([O:30][CH3:31])=[O:29])=[CH:39][CH:40]=3)=[O:36])[CH2:18][CH:13]3[CH2:12][CH:11]([CH2:17][CH:15]([CH2:14]3)[CH2:16]1)[CH2:10]2. (3) Given the reactants C1([CH2:4][O:5][NH:6][C:7]([C:9]2[C:14]([NH:15][C:16]3[CH:21]=[CH:20][C:19]([Br:22])=[CH:18][C:17]=3[F:23])=[CH:13][C:12](=[O:24])[N:11]([C:25]3[CH:30]=[CH:29][CH:28]=[CH:27][CH:26]=3)[N:10]=2)=[O:8])CC1.BrC1C=CC(NC2C(C(O)=O)=NN([C:46]3[CH:51]=[CH:50]C=CC=3)C(=O)C=2)=C(F)C=1, predict the reaction product. The product is: [CH:50]1([N:6]([O:5][CH3:4])[C:7]([C:9]2[C:14]([NH:15][C:16]3[CH:21]=[CH:20][C:19]([Br:22])=[CH:18][C:17]=3[F:23])=[CH:13][C:12](=[O:24])[N:11]([C:25]3[CH:30]=[CH:29][CH:28]=[CH:27][CH:26]=3)[N:10]=2)=[O:8])[CH2:51][CH2:46]1. (4) Given the reactants [H-].[Na+].[CH2:3]([O:5][C:6](=[O:34])[CH2:7][C:8]([C:10]1[CH:15]=[CH:14][C:13]([O:16][C:17](=[O:32])[C:18]([C:26]2[CH:31]=[CH:30][CH:29]=[CH:28][CH:27]=2)([C:20]2[CH:25]=[CH:24][CH:23]=[CH:22][CH:21]=2)[OH:19])=[C:12]([CH3:33])[CH:11]=1)=[O:9])[CH3:4].ClC[C:37]1([CH3:52])[CH:41]=[C:40]([C:42]2[CH:47]=[CH:46][C:45]([C:48]([F:51])([F:50])[F:49])=[CH:44][CH:43]=2)[O:39][NH:38]1.[I-].[K+].O1CCC[CH2:56]1, predict the reaction product. The product is: [CH2:3]([O:5][C:6](=[O:34])[CH:7]([CH2:52][C:37]1[C:41]([CH3:56])=[C:40]([C:42]2[CH:43]=[CH:44][C:45]([C:48]([F:49])([F:50])[F:51])=[CH:46][CH:47]=2)[O:39][N:38]=1)[C:8]([C:10]1[CH:15]=[CH:14][C:13]([O:16][C:17](=[O:32])[C:18]([C:26]2[CH:27]=[CH:28][CH:29]=[CH:30][CH:31]=2)([C:20]2[CH:21]=[CH:22][CH:23]=[CH:24][CH:25]=2)[OH:19])=[C:12]([CH3:33])[CH:11]=1)=[O:9])[CH3:4].